This data is from Serine/threonine kinase 33 screen with 319,792 compounds. The task is: Binary Classification. Given a drug SMILES string, predict its activity (active/inactive) in a high-throughput screening assay against a specified biological target. (1) The compound is Brc1cc(C(/c2c(S(O)(=O)=O)cccc2)=C2/C=C(C(=O)C(Br)=C2)C)cc(c1O)C. The result is 0 (inactive). (2) The drug is O1CC2C(C3(N(C2c2c1cc(OC)cc2)C(=O)c1c(NC3=O)cc(cc1)C)C)c1ccccc1. The result is 0 (inactive).